The task is: Predict the product of the given reaction.. This data is from Forward reaction prediction with 1.9M reactions from USPTO patents (1976-2016). (1) Given the reactants [Cl:1][C:2]1[CH:7]=[CH:6][C:5]([CH3:8])=[CH:4][C:3]=1[O:9][CH3:10].[Br:11]N1C(=O)CCC1=O.C(OOC(=O)C1C=CC=CC=1)(=O)C1C=CC=CC=1, predict the reaction product. The product is: [Cl:1][C:2]1[CH:7]=[CH:6][C:5]([CH2:8][Br:11])=[CH:4][C:3]=1[O:9][CH3:10]. (2) Given the reactants [CH2:1]([C:4]1[C:5](=[O:34])[C:6]([CH3:33])=[C:7]([CH3:32])[C:8](=[O:31])[C:9]=1[CH2:10][CH2:11][C@@:12]([OH:30])([CH3:29])[CH2:13][CH2:14][CH2:15][C@H:16]([CH3:28])[CH2:17][CH2:18][CH2:19][C@H:20]([CH3:27])[CH2:21][CH2:22][CH2:23][CH:24]([CH3:26])[CH3:25])[CH:2]=[CH2:3].CCOC(C)=O, predict the reaction product. The product is: [OH:30][C@:12]([CH3:29])([CH2:13][CH2:14][CH2:15][C@H:16]([CH3:28])[CH2:17][CH2:18][CH2:19][C@H:20]([CH3:27])[CH2:21][CH2:22][CH2:23][CH:24]([CH3:26])[CH3:25])[CH2:11][CH2:10][C:9]1[C:8](=[O:31])[C:7]([CH3:32])=[C:6]([CH3:33])[C:5](=[O:34])[C:4]=1[CH2:1][CH2:2][CH3:3]. (3) Given the reactants Cl[C:2]1[CH:8]=[CH:7][C:6]([N+:9]([O-:11])=[O:10])=[CH:5][C:3]=1[NH2:4].C(=O)([O-])[O-].[K+].[K+].[SH:18][CH2:19][CH2:20][OH:21], predict the reaction product. The product is: [NH2:4][C:3]1[CH:5]=[C:6]([N+:9]([O-:11])=[O:10])[CH:7]=[CH:8][C:2]=1[S:18][CH2:19][CH2:20][OH:21]. (4) Given the reactants Cl.[NH2:2]O.[Br:4][C:5]1[CH:6]=[C:7]2[C:13]([CH:14]=O)=[CH:12][NH:11][C:8]2=[N:9][CH:10]=1.C(=O)(O)[O-].[Na+], predict the reaction product. The product is: [Br:4][C:5]1[CH:6]=[C:7]2[C:13]([C:14]#[N:2])=[CH:12][NH:11][C:8]2=[N:9][CH:10]=1.